Dataset: Cav3 T-type calcium channel HTS with 100,875 compounds. Task: Binary Classification. Given a drug SMILES string, predict its activity (active/inactive) in a high-throughput screening assay against a specified biological target. (1) The drug is O=C1Nc2c(NC1CC(=O)Nc1c(OCC)cccc1)cc(c(c2)C)C. The result is 0 (inactive). (2) The molecule is S1Cc2n(c3c1cccc3)c(nn2)/C(=c1\scc(n1C)c1ccc(F)cc1)C#N. The result is 0 (inactive). (3) The compound is Clc1ccc(Cn2ncc3c(N4CCCC4)ncnc23)cc1. The result is 0 (inactive).